Dataset: Full USPTO retrosynthesis dataset with 1.9M reactions from patents (1976-2016). Task: Predict the reactants needed to synthesize the given product. (1) Given the product [Cl:1][C:2]1[C:3]([F:47])=[C:4]([CH:8]2[CH:12]3[C:13](=[O:24])[N:14]([CH2:15][CH2:16][C@H:17]4[CH2:21][O:20][C:19]([CH3:22])([CH3:23])[O:18]4)[CH2:26][CH2:25][N:11]3[CH:10]([CH2:32][C:33]([CH3:35])([CH3:34])[CH3:36])[C:9]2([C:39]2[CH:44]=[CH:43][C:42]([Cl:45])=[CH:41][C:40]=2[F:46])[C:37]#[N:38])[CH:5]=[CH:6][CH:7]=1, predict the reactants needed to synthesize it. The reactants are: [Cl:1][C:2]1[C:3]([F:47])=[C:4]([C@H:8]2[C@H:12]([C:13](=[O:24])[NH:14][CH2:15][CH2:16][C@H:17]3[CH2:21][O:20][C:19]([CH3:23])([CH3:22])[O:18]3)[N:11]([CH2:25][CH2:26]OS(C)(=O)=O)[C@@H:10]([CH2:32][C:33]([CH3:36])([CH3:35])[CH3:34])[C@@:9]2([C:39]2[CH:44]=[CH:43][C:42]([Cl:45])=[CH:41][C:40]=2[F:46])[C:37]#[N:38])[CH:5]=[CH:6][CH:7]=1.C([O-])([O-])=O.[Cs+].[Cs+]. (2) Given the product [Cl:23][C:20]1[CH:21]=[CH:22][C:17]([CH2:2][Cl:1])=[N+:18]([O-:28])[C:19]=1[C:24]([O:26][CH3:27])=[O:25], predict the reactants needed to synthesize it. The reactants are: [Cl:1][C:2]([C:17]1[CH:22]=[CH:21][C:20]([Cl:23])=[C:19]([C:24]([O:26][CH3:27])=[O:25])[N+:18]=1[O-:28])(C(OC(C)(C)C)=O)C(OC(C)(C)C)=O.FC(F)(F)C(O)=O. (3) Given the product [NH2:22][C:17]1[NH:16][C:15]2[NH:14][CH:13]=[C:12]([CH2:11][CH2:10][C:7]3[CH:8]=[CH:9][C:4]([C:3]([OH:23])=[O:2])=[CH:5][CH:6]=3)[C:20]=2[C:19](=[O:21])[N:18]=1, predict the reactants needed to synthesize it. The reactants are: C[O:2][C:3](=[O:23])[C:4]1[CH:9]=[CH:8][C:7]([CH2:10][CH2:11][C:12]2[C:20]3[C:19](=[O:21])[N:18]=[C:17]([NH2:22])[NH:16][C:15]=3[NH:14][CH:13]=2)=[CH:6][CH:5]=1.[OH-].[Na+].Cl. (4) Given the product [Cl:1][C:2]1[N:7]=[C:6]2[N:8]([CH2:19][CH2:20][CH2:21][NH:22][C:23](=[O:26])[O:24][CH3:25])[CH:9]=[C:10]([I:11])[C:5]2=[N:4][CH:3]=1, predict the reactants needed to synthesize it. The reactants are: [Cl:1][C:2]1[N:7]=[C:6]2[NH:8][CH:9]=[C:10]([I:11])[C:5]2=[N:4][CH:3]=1.C(=O)([O-])[O-].[K+].[K+].Br[CH2:19][CH2:20][CH2:21][NH:22][C:23](=[O:26])[O:24][CH3:25].O.